Dataset: Full USPTO retrosynthesis dataset with 1.9M reactions from patents (1976-2016). Task: Predict the reactants needed to synthesize the given product. Given the product [CH3:1][C:2]1[N:7]=[C:6]([N:8]2[CH2:13][CH2:12][C:11](=[CH:14][C:15]#[C:16][C:38]3[CH:39]=[CH:34][CH:35]=[C:36]([C:40]4[O:44][N:43]=[C:42]([CH3:45])[N:41]=4)[CH:37]=3)[CH2:10][CH2:9]2)[C:5]([N+:17]([O-:19])=[O:18])=[CH:4][CH:3]=1, predict the reactants needed to synthesize it. The reactants are: [CH3:1][C:2]1[N:7]=[C:6]([N:8]2[CH2:13][CH2:12][C:11](=[CH:14][C:15]#[CH:16])[CH2:10][CH2:9]2)[C:5]([N+:17]([O-:19])=[O:18])=[CH:4][CH:3]=1.C[Si](C)(C)C#CC=C1CCNCC1.Br[C:34]1[CH:35]=[C:36]([C:40]2[O:44][N:43]=[C:42]([CH3:45])[N:41]=2)[CH:37]=[CH:38][CH:39]=1.O.[F-].C([N+](CCCC)(CCCC)CCCC)CCC.